From a dataset of Full USPTO retrosynthesis dataset with 1.9M reactions from patents (1976-2016). Predict the reactants needed to synthesize the given product. (1) Given the product [O:1]1[CH2:6][CH2:5][CH:4]([NH:7][C:8]2[C:9]3[N:10]([CH:16]=[CH:17][CH:18]=3)[N:11]=[CH:12][C:13]=2[C:14]([NH2:15])=[O:19])[CH2:3][CH2:2]1, predict the reactants needed to synthesize it. The reactants are: [O:1]1[CH2:6][CH2:5][CH:4]([NH:7][C:8]2[C:9]3[N:10]([CH:16]=[CH:17][CH:18]=3)[N:11]=[CH:12][C:13]=2[C:14]#[N:15])[CH2:3][CH2:2]1.[OH-:19].[NH4+].OO. (2) The reactants are: C1(C(C2C=CC=CC=2)=[N:8][C:9]2[CH:10]=[CH:11][C:12]3[C@H:17]([CH2:18][CH2:19][N:20]4[CH2:25][CH2:24][N:23]([C:26]5[C:35]6[C:30](=[CH:31][C:32]([F:36])=[CH:33][CH:34]=6)[CH:29]=[CH:28][CH:27]=5)[CH2:22][C@H:21]4[CH3:37])[O:16][CH2:15][CH2:14][C:13]=3[CH:38]=2)C=CC=CC=1.C([O-])(=O)C.[Na+].Cl.NO.O. Given the product [F:36][C:32]1[CH:31]=[C:30]2[C:35](=[CH:34][CH:33]=1)[C:26]([N:23]1[CH2:24][CH2:25][N:20]([CH2:19][CH2:18][C@H:17]3[C:12]4[CH:11]=[CH:10][C:9]([NH2:8])=[CH:38][C:13]=4[CH2:14][CH2:15][O:16]3)[C@H:21]([CH3:37])[CH2:22]1)=[CH:27][CH:28]=[CH:29]2, predict the reactants needed to synthesize it. (3) The reactants are: [C:1](O)(=O)C(C)O.[F:7][C:8]1[CH:46]=[CH:45][C:11]([CH2:12][N:13]2[CH2:16][CH:15]([S:17][C:18]3[C@H:19]([CH3:44])[C@@H:20]4[C@@H:39]([C@H:40]([OH:42])[CH3:41])[C:38](=[O:43])[N:21]4[C:22]=3[C:23]([O:25][CH:26]([O:28][C:29]([O:31]C3CCCCC3)=O)[CH3:27])=[O:24])[CH2:14]2)=[CH:10][CH:9]=1. Given the product [F:7][C:8]1[CH:9]=[CH:10][C:11]([CH2:12][N:13]2[CH2:16][CH:15]([S:17][C:18]3[C@H:19]([CH3:44])[C@@H:20]4[C@@H:39]([C@H:40]([OH:42])[CH3:41])[C:38](=[O:43])[N:21]4[C:22]=3[C:23]([O:25][CH:26]([O:28][C:29](=[O:31])[CH3:1])[CH3:27])=[O:24])[CH2:14]2)=[CH:45][CH:46]=1, predict the reactants needed to synthesize it. (4) Given the product [CH:1]1([N:4]2[C:8]3[C:9]([O:22][C@@H:23]([C@H:25]4[CH2:29][NH:28][C:27](=[O:30])[CH2:26]4)[CH3:24])=[CH:10][C:11]([C:32]4[S:33][CH:34]=[CH:35][N:36]=4)=[CH:12][C:7]=3[N:6]=[CH:5]2)[CH2:3][CH2:2]1, predict the reactants needed to synthesize it. The reactants are: [CH:1]1([N:4]2[C:8]3[C:9]([O:22][C@@H:23]([C@H:25]4[CH2:29][NH:28][C:27](=[O:30])[CH2:26]4)[CH3:24])=[CH:10][C:11](B4OC(C)(C)C(C)(C)O4)=[CH:12][C:7]=3[N:6]=[CH:5]2)[CH2:3][CH2:2]1.Br[C:32]1[S:33][CH:34]=[C:35](Cl)[N:36]=1.C([O-])([O-])=O.[Na+].[Na+].N#N. (5) Given the product [O:22]=[S:23]1(=[O:33])[CH:27]=[CH:26][C:25]2[CH:28]=[CH:29][C:30]([NH:32][C:10](=[O:11])[C:9]3[CH:8]=[C:7]([C:1]4[CH:6]=[CH:5][CH:4]=[CH:3][CH:2]=4)[N:15]=[C:14]([C:16]4[CH:21]=[CH:20][CH:19]=[CH:18][CH:17]=4)[CH:13]=3)=[CH:31][C:24]1=2, predict the reactants needed to synthesize it. The reactants are: [C:1]1([C:7]2[CH:8]=[C:9]([CH:13]=[C:14]([C:16]3[CH:21]=[CH:20][CH:19]=[CH:18][CH:17]=3)[N:15]=2)[C:10](O)=[O:11])[CH:6]=[CH:5][CH:4]=[CH:3][CH:2]=1.[O:22]=[S:23]1(=[O:33])[CH:27]=[CH:26][C:25]2[CH:28]=[CH:29][C:30]([NH2:32])=[CH:31][C:24]1=2.CCN(C(C)C)C(C)C.CN(C(ON1N=NC2C=CC=CC1=2)=[N+](C)C)C.F[P-](F)(F)(F)(F)F. (6) Given the product [Br:1][C:2]1[C:7]([NH2:8])=[CH:6][C:5]([Br:11])=[CH:4][N:3]=1, predict the reactants needed to synthesize it. The reactants are: [Br:1][C:2]1[C:7]([N+:8]([O-])=O)=[CH:6][C:5]([Br:11])=[CH:4][N:3]=1.CCCCCC. (7) Given the product [Cl:1][C:2]1[CH:3]=[C:4]([CH2:11][CH2:12][C:13]([C:15]2[S:22][C:21]([CH3:23])=[C:20]3[C:16]=2[CH2:17][C@H:18]2[C:24]([CH3:26])([CH3:25])[C@H:19]23)=[O:14])[CH:5]=[C:6]([O:9][CH3:10])[C:7]=1[O:8][CH2:27][CH:29]1[CH2:30][O:31]1, predict the reactants needed to synthesize it. The reactants are: [Cl:1][C:2]1[CH:3]=[C:4]([CH2:11][CH2:12][C:13]([C:15]2[S:22][C:21]([CH3:23])=[C:20]3[C:16]=2[CH2:17][C@H:18]2[C:24]([CH3:26])([CH3:25])[C@H:19]23)=[O:14])[CH:5]=[C:6]([O:9][CH3:10])[C:7]=1[OH:8].[CH2:27]([CH:29]1[O:31][CH2:30]1)Cl. (8) Given the product [CH3:23][S:24]([C:27]1[CH:28]=[C:29]2[C:33](=[CH:34][CH:35]=1)[N:32]([CH:2]([C:4]1[CH:9]=[CH:8][C:7]([CH:10]3[CH2:15][CH2:14][N:13]([C:16]([O:18][C:19]([CH3:22])([CH3:21])[CH3:20])=[O:17])[CH2:12][CH2:11]3)=[CH:6][N:5]=1)[CH3:3])[CH:31]=[CH:30]2)(=[O:26])=[O:25], predict the reactants needed to synthesize it. The reactants are: O[CH:2]([C:4]1[CH:9]=[CH:8][C:7]([CH:10]2[CH2:15][CH2:14][N:13]([C:16]([O:18][C:19]([CH3:22])([CH3:21])[CH3:20])=[O:17])[CH2:12][CH2:11]2)=[CH:6][N:5]=1)[CH3:3].[CH3:23][S:24]([C:27]1[CH:28]=[C:29]2[C:33](=[CH:34][CH:35]=1)[NH:32][CH:31]=[CH:30]2)(=[O:26])=[O:25]. (9) Given the product [CH3:10][C:4]1[C:3]([CH2:2][NH:1][C:27]([C:24]2[CH:23]=[C:22]([NH:21][C:19](=[O:20])[C:18]3[CH:30]=[C:31]([F:35])[C:32]([F:34])=[CH:33][C:17]=3[Cl:16])[NH:26][N:25]=2)=[O:28])=[C:8]([CH3:9])[CH:7]=[CH:6][N:5]=1, predict the reactants needed to synthesize it. The reactants are: [NH2:1][CH2:2][C:3]1[C:4]([CH3:10])=[N:5][CH:6]=[CH:7][C:8]=1[CH3:9].[N-]1C=CN=C1.[Cl:16][C:17]1[CH:33]=[C:32]([F:34])[C:31]([F:35])=[CH:30][C:18]=1[C:19]([NH:21][C:22]1[NH:26][N:25]=[C:24]([C:27](O)=[O:28])[CH:23]=1)=[O:20].O.[OH-].[K+]. (10) Given the product [CH3:21][O:1][C:2]([C:8]1[CH:13]=[CH:12][C:11]([O:14][C:15]2[CH:20]=[CH:19][CH:18]=[CH:17][CH:16]=2)=[CH:10][CH:9]=1)=[C:3]([C:4]#[N:5])[C:6]#[N:7], predict the reactants needed to synthesize it. The reactants are: [OH:1][C:2]([C:8]1[CH:13]=[CH:12][C:11]([O:14][C:15]2[CH:20]=[CH:19][CH:18]=[CH:17][CH:16]=2)=[CH:10][CH:9]=1)=[C:3]([C:6]#[N:7])[C:4]#[N:5].[C:21]([O-])(O)=O.[Na+].S(OC)(OC)(=O)=O.